This data is from Reaction yield outcomes from USPTO patents with 853,638 reactions. The task is: Predict the reaction yield, written as a fraction of the theoretical maximum amount of product (1.0 means a 100% yield; for example, 0.34 means a 34% yield). (1) The catalyst is CN(C)C=O. The reactants are [CH3:1][O:2][C:3]([C:5]1[C:9]([NH:10][C:11](=[O:15])[CH2:12]CCl)=[CH:8][S:7][CH:6]=1)=[O:4].C(=O)([O-])[O-].[K+].[K+].[I:22][C:23]1[CH:28]=[CH:27][C:26]([OH:29])=[CH:25][CH:24]=1.C(OCC)(=O)C. The yield is 0.790. The product is [CH3:1][O:2][C:3]([C:5]1[C:9]([NH:10][C:11](=[O:15])[CH2:12][O:29][C:26]2[CH:27]=[CH:28][C:23]([I:22])=[CH:24][CH:25]=2)=[CH:8][S:7][CH:6]=1)=[O:4]. (2) The product is [Br:35][C:36]1[C:37]([F:46])=[CH:38][C:39]([N+:43]([O-:45])=[O:44])=[C:40]([O:8][C:7]2[C:6]([F:9])=[C:5]([CH3:10])[CH:4]=[CH:3][C:2]=2[Cl:1])[CH:41]=1. The catalyst is CS(C)=O.CCOC(C)=O. The reactants are [Cl:1][C:2]1[C:7]([OH:8])=[C:6]([F:9])[C:5]([CH3:10])=[CH:4][CH:3]=1.C1OCCOCCOCCOCCOCCOC1.CC(C)([O-])C.[K+].[Br:35][C:36]1[CH:41]=[C:40](F)[C:39]([N+:43]([O-:45])=[O:44])=[CH:38][C:37]=1[F:46]. The yield is 0.710.